Predict the reaction yield, written as a fraction of the theoretical maximum amount of product (1.0 means a 100% yield; for example, 0.34 means a 34% yield). From a dataset of Reaction yield outcomes from USPTO patents with 853,638 reactions. (1) The reactants are [Br:1][CH2:2][CH:3]([F:7])[CH2:4][CH2:5]Br.[N-:8]=[N+:9]=[N-:10].[Na+].CC(O)=O.CCN(C(C)C)C(C)C.[C:25]([O:29][CH2:30][CH3:31])(=[O:28])[C:26]#[CH:27]. The catalyst is CN(C=O)C.C(Cl)Cl.[Cu]I. The product is [Br:1][CH2:2][CH:3]([F:7])[CH2:4][CH2:5][N:8]1[CH:27]=[C:26]([C:25]([O:29][CH2:30][CH3:31])=[O:28])[N:10]=[N:9]1. The yield is 0.390. (2) The reactants are [CH3:1][CH:2]1[CH2:8][C:7]2[CH:9]=[C:10]3[O:15][CH2:14][O:13][C:11]3=[CH:12][C:6]=2[C:5]([C:16]2[CH:21]=[CH:20][C:19]([N+:22]([O-:24])=[O:23])=[CH:18][CH:17]=2)=[N:4][N:3]1[C:25](=[N:27][OH:28])[NH2:26].[CH:29](OCC)(OCC)OCC.Cl. No catalyst specified. The product is [CH3:1][CH:2]1[CH2:8][C:7]2[CH:9]=[C:10]3[O:15][CH2:14][O:13][C:11]3=[CH:12][C:6]=2[C:5]([C:16]2[CH:21]=[CH:20][C:19]([N+:22]([O-:24])=[O:23])=[CH:18][CH:17]=2)=[N:4][N:3]1[C:25]1[N:26]=[CH:29][O:28][N:27]=1. The yield is 0.750. (3) The reactants are OC1C=CC([CH2:8][C:9]#[N:10])=CC=1.[CH2:11]=[O:12].[OH2:13].[C:14]1([CH3:24])[CH:19]=[CH:18][C:17](S(O)(=O)=O)=[CH:16][CH:15]=1. The catalyst is C1(C)C=CC=CC=1. The product is [O:12]1[C:15]2[CH:16]=[CH:17][C:18]([CH2:8][C:9]#[N:10])=[CH:19][C:14]=2[CH2:24][O:13][CH2:11]1. The yield is 0.320. (4) The reactants are [Br:1][C:2]1[CH:3]=[C:4]([NH2:10])[C:5]([NH2:9])=[CH:6][C:7]=1[F:8].[C:11]([O:15][C:16]([N:18]1[CH2:22][CH2:21][CH2:20][C@H:19]1[C:23](O)=O)=[O:17])([CH3:14])([CH3:13])[CH3:12].CN(C(ON1N=NC2C=CC=NC1=2)=[N+](C)C)C.F[P-](F)(F)(F)(F)F.C(N(C(C)C)CC)(C)C. The catalyst is CS(C)=O.CCOC(C)=O. The product is [Br:1][C:2]1[C:7]([F:8])=[CH:6][C:5]2[N:9]=[C:23]([C@@H:19]3[CH2:20][CH2:21][CH2:22][N:18]3[C:16]([O:15][C:11]([CH3:12])([CH3:14])[CH3:13])=[O:17])[NH:10][C:4]=2[CH:3]=1. The yield is 0.770. (5) The reactants are [C:1]([NH:11][CH2:12][CH2:13][C:14]([OH:16])=[O:15])([O:3][CH2:4][C:5]1[CH:10]=[CH:9][CH:8]=[CH:7][CH:6]=1)=[O:2].BrCC(O[C:22]([CH3:25])([CH3:24])[CH3:23])=[O:20].C([O-])([O-])=O.[K+].[K+]. The catalyst is CC(C)=O. The product is [C:14]([OH:16])(=[O:15])[CH2:13][OH:20].[C:22]([N:11]([C:1]([O:3][CH2:4][C:5]1[CH:10]=[CH:9][CH:8]=[CH:7][CH:6]=1)=[O:2])[CH2:12][CH2:13][C:14]([OH:16])=[O:15])([CH3:25])([CH3:24])[CH3:23]. The yield is 0.990.